This data is from Full USPTO retrosynthesis dataset with 1.9M reactions from patents (1976-2016). The task is: Predict the reactants needed to synthesize the given product. (1) Given the product [O:24]=[S:16]1(=[O:25])[C:17]2[CH:23]=[CH:22][CH:21]=[CH:20][C:18]=2[CH2:19][N:13]([C:4]2[CH:3]=[C:2]([NH:26][CH2:27][CH2:28][NH:29][CH2:30][CH2:31][OH:32])[C:11]3[C:6](=[CH:7][CH:8]=[C:9]([CH3:12])[CH:10]=3)[N:5]=2)[CH2:14][CH2:15]1, predict the reactants needed to synthesize it. The reactants are: Cl[C:2]1[C:11]2[C:6](=[CH:7][CH:8]=[C:9]([CH3:12])[CH:10]=2)[N:5]=[C:4]([N:13]2[CH2:19][C:18]3[CH:20]=[CH:21][CH:22]=[CH:23][C:17]=3[S:16](=[O:25])(=[O:24])[CH2:15][CH2:14]2)[CH:3]=1.[NH2:26][CH2:27][CH2:28][NH:29][CH2:30][CH2:31][OH:32]. (2) Given the product [Br:29][C:24]1[CH:23]=[C:22]([CH:27]=[C:26]([Cl:28])[CH:25]=1)[O:21][C:15]1[C:14]([Cl:13])=[CH:19][CH:18]=[C:17]([F:20])[C:16]=1[CH:33]=[O:34], predict the reactants needed to synthesize it. The reactants are: C(NC(C)C)(C)C.C([Li])CCC.[Cl:13][C:14]1[CH:19]=[CH:18][C:17]([F:20])=[CH:16][C:15]=1[O:21][C:22]1[CH:27]=[C:26]([Cl:28])[CH:25]=[C:24]([Br:29])[CH:23]=1.CN([CH:33]=[O:34])C.